From a dataset of Reaction yield outcomes from USPTO patents with 853,638 reactions. Predict the reaction yield, written as a fraction of the theoretical maximum amount of product (1.0 means a 100% yield; for example, 0.34 means a 34% yield). (1) The reactants are [C:1]([C:5]1[CH:11]=[CH:10][C:8](N)=[CH:7][CH:6]=1)([CH3:4])([CH3:3])[CH3:2].Cl.[N:13]([O-:15])=[O:14].[Na+].[F:17][B-](F)(F)F.[Na+]. The catalyst is O. The product is [F:17][C:8]1[CH:10]=[CH:11][C:5]([C:1]([CH3:4])([CH3:3])[CH3:2])=[CH:6][C:7]=1[N+:13]([O-:15])=[O:14]. The yield is 0.735. (2) The reactants are [Cl:1][C:2]1[C:7]([N:8]2[CH2:14][CH:13]([F:15])[CH2:12][N:11]([CH:16]3[CH2:19][O:18][CH2:17]3)[CH2:10][CH2:9]2)=[CH:6][C:5]([C:20]#[N:21])=[CH:4][C:3]=1[NH:22][C:23]1[N:28]=[C:27]([N:29]([CH:39]2[CH2:41][CH2:40]2)CC2C=CC(OC)=CC=2)[C:26]2=[N:42][CH:43]=[C:44]([C:45]#[N:46])[N:25]2[N:24]=1.C1(OC)C=CC=CC=1.C(O)(C(F)(F)F)=O. The catalyst is ClCCCl. The product is [Cl:1][C:2]1[C:7]([N:8]2[CH2:14][CH:13]([F:15])[CH2:12][N:11]([CH:16]3[CH2:19][O:18][CH2:17]3)[CH2:10][CH2:9]2)=[CH:6][C:5]([C:20]#[N:21])=[CH:4][C:3]=1[NH:22][C:23]1[N:28]=[C:27]([NH:29][CH:39]2[CH2:40][CH2:41]2)[C:26]2=[N:42][CH:43]=[C:44]([C:45]#[N:46])[N:25]2[N:24]=1. The yield is 0.166.